This data is from Full USPTO retrosynthesis dataset with 1.9M reactions from patents (1976-2016). The task is: Predict the reactants needed to synthesize the given product. The reactants are: Cl.[Cl:2][C:3]1[CH:4]=[C:5]([C@@:9]2([OH:18])[O:14][CH2:13][C:12]([CH3:16])([CH3:15])[NH:11][C@@H:10]2[CH3:17])[CH:6]=[CH:7][CH:8]=1.C(OCC)C.[OH-].[Na+]. Given the product [Cl:2][C:3]1[CH:4]=[C:5]([C@@:9]2([OH:18])[O:14][CH2:13][C:12]([CH3:15])([CH3:16])[NH:11][C@@H:10]2[CH3:17])[CH:6]=[CH:7][CH:8]=1, predict the reactants needed to synthesize it.